Dataset: Full USPTO retrosynthesis dataset with 1.9M reactions from patents (1976-2016). Task: Predict the reactants needed to synthesize the given product. (1) Given the product [CH3:54][N:55]([CH3:56])[CH2:32][CH2:31][O:30][C:27]1[CH:28]=[CH:29][C:24]([CH:23]2[CH2:22][CH2:21][N:20]([C:44]([O:46][CH2:47][C:48]3[CH:49]=[CH:50][CH:51]=[CH:52][CH:53]=3)=[O:45])[CH2:19][CH:18]2[O:17][CH2:16][C:13]2[CH:14]=[CH:15][C:10]3[O:9][CH2:8][CH2:7][N:6]([CH2:5][CH2:4][CH2:3][O:2][CH3:1])[C:11]=3[CH:12]=2)=[CH:25][CH:26]=1, predict the reactants needed to synthesize it. The reactants are: [CH3:1][O:2][CH2:3][CH2:4][CH2:5][N:6]1[C:11]2[CH:12]=[C:13]([CH2:16][O:17][CH:18]3[CH:23]([C:24]4[CH:29]=[CH:28][C:27]([O:30][CH2:31][CH2:32]OS(C5C=CC(C)=CC=5)(=O)=O)=[CH:26][CH:25]=4)[CH2:22][CH2:21][N:20]([C:44]([O:46][CH2:47][C:48]4[CH:53]=[CH:52][CH:51]=[CH:50][CH:49]=4)=[O:45])[CH2:19]3)[CH:14]=[CH:15][C:10]=2[O:9][CH2:8][CH2:7]1.[CH3:54][NH:55][CH3:56]. (2) Given the product [CH3:8][C:1]1[CH:2]=[CH:3][CH:4]=[CH:5][C:6]=1[O:7][CH2:12][C:11]([CH3:13])=[CH2:10], predict the reactants needed to synthesize it. The reactants are: [C:1]1([CH3:8])[C:6]([OH:7])=[CH:5][CH:4]=[CH:3][CH:2]=1.Cl[CH2:10][C:11]([CH3:13])=[CH2:12].C(=O)([O-])[O-].[K+].[K+]. (3) Given the product [Cl:1][C:2]1[N:7]=[CH:6][C:5]([C:8]([O:10][CH3:26])=[O:9])=[C:4]([C:11]2[CH:12]=[N:13][C:14]([C:17]([F:19])([F:20])[F:18])=[CH:15][CH:16]=2)[CH:3]=1, predict the reactants needed to synthesize it. The reactants are: [Cl:1][C:2]1[N:7]=[CH:6][C:5]([C:8]([OH:10])=[O:9])=[C:4]([C:11]2[CH:12]=[N:13][C:14]([C:17]([F:20])([F:19])[F:18])=[CH:15][CH:16]=2)[CH:3]=1.S(Cl)(Cl)=O.Cl[CH2:26]Cl. (4) Given the product [Br:1][C:2]1[CH:3]=[C:4]2[C:9](=[CH:10][CH:11]=1)[C:8](=[O:12])[NH:7][C:6](=[O:13])/[C:5]/2=[CH:14]\[NH:29][CH2:28][CH2:27][CH2:26][CH2:25][N:24]([CH2:30][CH3:31])[CH2:22][CH3:23], predict the reactants needed to synthesize it. The reactants are: [Br:1][C:2]1[CH:3]=[C:4]2[C:9](=[CH:10][CH:11]=1)[C:8](=[O:12])[NH:7][C:6](=[O:13])[C:5]2=[CH:14]OC.CN(C)C=O.[CH2:22]([N:24]([CH2:30][CH3:31])[CH2:25][CH2:26][CH2:27][CH2:28][NH2:29])[CH3:23]. (5) The reactants are: [CH:1]1([C:4]([N:6]2[CH2:10][CH2:9][C@@H:8]([CH2:11][C:12]([NH:14][NH2:15])=[O:13])[CH2:7]2)=[O:5])[CH2:3][CH2:2]1.[Br:16][C:17]1[CH:22]=[CH:21][C:20]([N:23]=[C:24]=[O:25])=[C:19]([Cl:26])[CH:18]=1. Given the product [Br:16][C:17]1[CH:22]=[CH:21][C:20]([NH:23][C:24]([NH:15][NH:14][C:12](=[O:13])[CH2:11][C@@H:8]2[CH2:9][CH2:10][N:6]([C:4]([CH:1]3[CH2:3][CH2:2]3)=[O:5])[CH2:7]2)=[O:25])=[C:19]([Cl:26])[CH:18]=1, predict the reactants needed to synthesize it. (6) Given the product [F:15][C:7]1[CH:6]=[C:5]([C:3]2[N:21]=[C:20]([NH:19][C:16](=[O:18])[CH3:17])[NH:22][CH:2]=2)[CH:10]=[CH:9][C:8]=1[C:11]([F:14])([F:13])[F:12], predict the reactants needed to synthesize it. The reactants are: Br[CH2:2][C:3]([C:5]1[CH:10]=[CH:9][C:8]([C:11]([F:14])([F:13])[F:12])=[C:7]([F:15])[CH:6]=1)=O.[C:16]([NH:19][C:20]([NH2:22])=[NH:21])(=[O:18])[CH3:17]. (7) Given the product [F:50][C:51]1[CH:65]=[CH:64][C:54]([O:55][C:33]2[CH:32]=[CH:31][C:8]([CH:9]3[N:18]([CH2:19][CH2:20][N:21]4[CH2:26][CH2:25][CH2:24][CH2:23][CH2:22]4)[C:17](=[O:27])[C:16]4[C:11](=[CH:12][CH:13]=[CH:14][CH:15]=4)[NH:10]3)=[CH:7][CH:28]=2)=[CH:53][CH:52]=1, predict the reactants needed to synthesize it. The reactants are: C1([C:7]([C:28]2[CH:33]=[CH:32][CH:31]=CC=2)=[CH:8][CH:9]2[N:18]([CH2:19][CH2:20][N:21]3[CH2:26][CH2:25][CH2:24][CH2:23][CH2:22]3)[C:17](=[O:27])[C:16]3[C:11](=[CH:12][CH:13]=[CH:14][CH:15]=3)[NH:10]2)C=CC=CC=1.C1(C(C2C=CC=CC=2)=CC=O)C=CC=CC=1.[F:50][C:51]1[CH:65]=[CH:64][C:54]([O:55]C2C=CC(C=O)=CC=2)=[CH:53][CH:52]=1.